Task: Predict the reactants needed to synthesize the given product.. Dataset: Full USPTO retrosynthesis dataset with 1.9M reactions from patents (1976-2016) (1) Given the product [Cl:1][C:2]1[N:11]=[C:10]2[C:5]([CH:6]=[CH:7][C:8](=[O:12])[N:9]2[CH2:20][CH:21]2[O:25][CH2:24][CH2:23][O:22]2)=[CH:4][CH:3]=1, predict the reactants needed to synthesize it. The reactants are: [Cl:1][C:2]1[N:11]=[C:10]2[C:5]([CH:6]=[CH:7][C:8](=[O:12])[NH:9]2)=[CH:4][CH:3]=1.C(=O)([O-])[O-].[K+].[K+].Br[CH2:20][CH:21]1[O:25][CH2:24][CH2:23][O:22]1.O. (2) Given the product [Cl:29][C:28]1[N:14]2[CH:15]=[C:16]([C:23]3[CH:27]=[CH:26][O:25][CH:24]=3)[CH:17]=[C:18]([C:19]([F:21])([F:22])[F:20])[C:13]2=[N:12][C:11]=1[C:9]([N:6]1[CH2:7][CH2:8][CH:3]([NH:2][CH2:33][CH:30]2[CH2:32][CH2:31]2)[CH2:4][CH2:5]1)=[O:10], predict the reactants needed to synthesize it. The reactants are: [BH4-].[NH2:2][CH:3]1[CH2:8][CH2:7][N:6]([C:9]([C:11]2[N:12]=[C:13]3[C:18]([C:19]([F:22])([F:21])[F:20])=[CH:17][C:16]([C:23]4[CH:27]=[CH:26][O:25][CH:24]=4)=[CH:15][N:14]3[C:28]=2[Cl:29])=[O:10])[CH2:5][CH2:4]1.[CH:30]1([CH:33]=O)[CH2:32][CH2:31]1. (3) Given the product [NH2:24][C:21]1[CH:20]=[CH:19][C:18]([C:15]2[C:14]([C:27]([NH2:29])=[O:28])=[C:13]([NH:12][C:11]([NH:10][CH2:9][CH2:8][CH2:7][N:4]3[CH2:3][CH2:2][O:1][CH2:6][CH2:5]3)=[O:30])[S:17][N:16]=2)=[CH:23][CH:22]=1, predict the reactants needed to synthesize it. The reactants are: [O:1]1[CH2:6][CH2:5][N:4]([CH2:7][CH2:8][CH2:9][NH:10][C:11](=[O:30])[NH:12][C:13]2[S:17][N:16]=[C:15]([C:18]3[CH:23]=[CH:22][C:21]([N+:24]([O-])=O)=[CH:20][CH:19]=3)[C:14]=2[C:27]([NH2:29])=[O:28])[CH2:3][CH2:2]1.[H][H]. (4) Given the product [F:17][CH2:16][CH2:15][O:13][C:8]1[CH:7]=[CH:6][C:3]([CH:4]=[O:5])=[C:2]([OH:1])[C:9]=1[CH2:10][CH2:11][CH3:12], predict the reactants needed to synthesize it. The reactants are: [OH:1][C:2]1[C:9]([CH2:10][CH2:11][CH3:12])=[C:8]([OH:13])[CH:7]=[CH:6][C:3]=1[CH:4]=[O:5].Br[CH2:15][CH2:16][F:17].C(=O)([O-])[O-].[K+].[K+].